Dataset: Retrosynthesis with 50K atom-mapped reactions and 10 reaction types from USPTO. Task: Predict the reactants needed to synthesize the given product. (1) Given the product CCCCCC(C)C(C)c1cc(O)c2c(c1)OC(C)(C)C1=C2CN(CC(=O)Nc2ccccc2)CC1, predict the reactants needed to synthesize it. The reactants are: CCCCCC(C)C(C)c1cc(O)c2c(c1)OC(C)(C)C1=C2CNCC1.O=C(CCl)Nc1ccccc1. (2) Given the product COCCNC1CCc2cc(OC)c([N+](=O)[O-])cc2CC1, predict the reactants needed to synthesize it. The reactants are: COCCN.COc1cc2c(cc1[N+](=O)[O-])CCC(=O)CC2. (3) Given the product O=C(Nc1ccc(C(F)(F)F)cc1O)Nc1ccccc1Br, predict the reactants needed to synthesize it. The reactants are: Nc1ccc(C(F)(F)F)cc1O.O=C=Nc1ccccc1Br.